This data is from Full USPTO retrosynthesis dataset with 1.9M reactions from patents (1976-2016). The task is: Predict the reactants needed to synthesize the given product. (1) Given the product [CH:1]1([C:4]2[N:5]=[CH:6][C:7]([OH:24])=[CH:8][C:9]=2[O:10][C:11]([F:14])([F:13])[CH3:12])[CH2:3][CH2:2]1, predict the reactants needed to synthesize it. The reactants are: [CH:1]1([C:4]2[C:9]([O:10][C:11]([F:14])([F:13])[CH3:12])=[CH:8][C:7](B3OC(C)(C)C(C)(C)O3)=[CH:6][N:5]=2)[CH2:3][CH2:2]1.[OH:24]O. (2) Given the product [CH:56]1([NH:52][C:47]([C:3]2[C:4]([CH3:46])=[CH:5][C:6]3[CH2:23][C@@H:22]([OH:24])[C@:21]4([O:25][CH3:26])[C@@:8]([OH:45])([C:9](=[O:44])[C:10]5[C:19]([C:20]4=[O:27])=[C:18]([OH:28])[C:17]4[C:16](=[O:29])[CH:15]=[C:14]([NH:30][CH:31]6[C@H:36]([O:37][CH3:38])[C@H:35]([OH:39])[C@@H:34]([O:40][CH3:41])[C@H:33]([CH3:42])[O:32]6)[C:13](=[O:43])[C:12]=4[CH:11]=5)[C:7]=3[C:2]=2[OH:1])=[O:49])[CH2:57][CH2:58][CH2:59][CH2:60][CH2:55]1, predict the reactants needed to synthesize it. The reactants are: [OH:1][C:2]1[C:7]2[C@@:8]3([OH:45])[C@@:21]([O:25][CH3:26])([C@H:22]([OH:24])[CH2:23][C:6]=2[CH:5]=[C:4]([CH3:46])[C:3]=1[C:47]([OH:49])=O)[C:20](=[O:27])[C:19]1[C:10](=[CH:11][C:12]2[C:13](=[O:43])[C:14]([NH:30][CH:31]4[C@H:36]([O:37][CH3:38])[C@H:35]([OH:39])[C@@H:34]([O:40][CH3:41])[C@H:33]([CH3:42])[O:32]4)=[CH:15][C:16](=[O:29])[C:17]=2[C:18]=1[OH:28])[C:9]3=[O:44].O.O[N:52]1[C:56]2[CH:57]=[CH:58][CH:59]=[CH:60][C:55]=2N=N1.C1(N)CCCCC1. (3) Given the product [F:1][C:2]1[C:3]([CH:12]2[CH2:13][O:14]2)=[CH:4][C:5]([O:10][CH3:11])=[C:6]([CH:9]=1)[C:7]#[N:8], predict the reactants needed to synthesize it. The reactants are: [F:1][C:2]1[C:3]([CH2:12][CH2:13][OH:14])=[CH:4][C:5]([O:10][CH3:11])=[C:6]([CH:9]=1)[C:7]#[N:8].CCN(CC)CC.CS(Cl)(=O)=O.[Cl-].[NH4+].C1CCN2C(=NCCC2)CC1.ClC1C=CC=C(C(OO)=O)C=1. (4) The reactants are: C(OC([N:8]1[CH2:13][CH2:12][CH:11]([NH:14][C:15]2[O:16][C:17]3[CH:23]=[CH:22][C:21]([C:24]#[N:25])=[CH:20][C:18]=3[N:19]=2)[CH2:10][CH2:9]1)=O)(C)(C)C.FC(F)(F)C(O)=O. Given the product [NH:8]1[CH2:9][CH2:10][CH:11]([NH:14][C:15]2[O:16][C:17]3[CH:23]=[CH:22][C:21]([C:24]#[N:25])=[CH:20][C:18]=3[N:19]=2)[CH2:12][CH2:13]1, predict the reactants needed to synthesize it. (5) Given the product [C:29]([NH:28][C@H:17]1[CH2:18][CH2:19][C@@:20]2([CH3:21])[C@H:15]([CH2:14][C@@H:13]([OH:50])[C@@H:12]3[C@@H:22]2[CH2:23][C@H:24]([OH:27])[C@@:25]2([CH3:26])[C@H:11]3[CH2:10][CH2:9][C@@H:8]2[C@H:6]([CH3:7])[CH2:5][CH2:4][C:3]([OH:51])=[O:2])[CH2:16]1)(=[O:49])[CH2:30][CH2:31][CH2:32][CH2:33][CH2:34][CH2:35][CH2:36][CH2:37][CH2:38][CH2:39][CH2:40][CH2:41][CH2:42][CH2:43][CH2:44][CH2:45][CH2:46][CH2:47][CH3:48], predict the reactants needed to synthesize it. The reactants are: C[O:2][C:3](=[O:51])[CH2:4][CH2:5][C@H:6]([C@@H:8]1[C@:25]2([CH3:26])[C@H:11]([C@H:12]3[C@H:22]([CH2:23][C@@H:24]2[OH:27])[C@:20]2([CH3:21])[C@@H:15]([CH2:16][C@@H:17]([NH:28][C:29](=[O:49])[CH2:30][CH2:31][CH2:32][CH2:33][CH2:34][CH2:35][CH2:36][CH2:37][CH2:38][CH2:39][CH2:40][CH2:41][CH2:42][CH2:43][CH2:44][CH2:45][CH2:46][CH2:47][CH3:48])[CH2:18][CH2:19]2)[CH2:14][C@H:13]3[OH:50])[CH2:10][CH2:9]1)[CH3:7].[OH-].[Na+]. (6) Given the product [C:7]1([NH:13][C:14]([NH:3][C:4]([NH2:6])=[S:5])=[S:15])[CH:12]=[CH:11][CH:10]=[CH:9][CH:8]=1, predict the reactants needed to synthesize it. The reactants are: [OH-].[Na+].[NH2:3][C:4]([NH2:6])=[S:5].[C:7]1([N:13]=[C:14]=[S:15])[CH:12]=[CH:11][CH:10]=[CH:9][CH:8]=1.Cl. (7) Given the product [NH2:21][C:16]1[N:17]([CH3:20])[C:18](=[O:19])[C:14]([C:10]2[CH:11]=[CH:12][CH:13]=[C:8]([NH2:7])[CH:9]=2)([C:22]2[CH:27]=[CH:26][C:25]([O:28][CH:29]([F:30])[F:31])=[CH:24][CH:23]=2)[N:15]=1, predict the reactants needed to synthesize it. The reactants are: C(OC(=O)[NH:7][C:8]1[CH:13]=[CH:12][CH:11]=[C:10]([C:14]2([C:22]3[CH:27]=[CH:26][C:25]([O:28][CH:29]([F:31])[F:30])=[CH:24][CH:23]=3)[C:18](=[O:19])[N:17]([CH3:20])[C:16]([NH2:21])=[N:15]2)[CH:9]=1)(C)(C)C.FC(F)(F)C(O)=O. (8) Given the product [CH2:1]([O:3][CH2:4][C:5]1[N:6]([CH2:26][CH2:27][CH3:28])[C:7]2[C:16]3[CH:15]=[C:14]([O:17][CH:18]4[CH2:19][CH2:20][N:21]([C:29](=[O:33])[CH:30]([CH3:32])[CH3:31])[CH2:22][CH2:23]4)[CH:13]=[CH:12][C:11]=3[N:10]=[C:9]([NH2:24])[C:8]=2[N:25]=1)[CH3:2], predict the reactants needed to synthesize it. The reactants are: [CH2:1]([O:3][CH2:4][C:5]1[N:6]([CH2:26][CH2:27][CH3:28])[C:7]2[C:16]3[CH:15]=[C:14]([O:17][CH:18]4[CH2:23][CH2:22][NH:21][CH2:20][CH2:19]4)[CH:13]=[CH:12][C:11]=3[N:10]=[C:9]([NH2:24])[C:8]=2[N:25]=1)[CH3:2].[C:29](Cl)(=[O:33])[CH:30]([CH3:32])[CH3:31].